Task: Predict which catalyst facilitates the given reaction.. Dataset: Catalyst prediction with 721,799 reactions and 888 catalyst types from USPTO (1) Reactant: C([O:8][C:9]1[CH:14]=[CH:13][C:12]([F:15])=[CH:11][C:10]=1[C:16]1([C:19]2[CH:20]=[C:21]([NH:41][CH2:42][CH2:43][C:44]([F:47])([F:46])[F:45])[C:22]3[N:23]([C:25]([C:28]4[CH:39]=[CH:38][C:31]([C:32]([NH:34][CH:35]5[CH2:37][CH2:36]5)=[O:33])=[C:30]([CH3:40])[CH:29]=4)=[CH:26][N:27]=3)[N:24]=2)[CH2:18][CH2:17]1)C1C=CC=CC=1. Product: [CH:35]1([NH:34][C:32](=[O:33])[C:31]2[CH:38]=[CH:39][C:28]([C:25]3[N:23]4[N:24]=[C:19]([C:16]5([C:10]6[CH:11]=[C:12]([F:15])[CH:13]=[CH:14][C:9]=6[OH:8])[CH2:17][CH2:18]5)[CH:20]=[C:21]([NH:41][CH2:42][CH2:43][C:44]([F:47])([F:45])[F:46])[C:22]4=[N:27][CH:26]=3)=[CH:29][C:30]=2[CH3:40])[CH2:36][CH2:37]1. The catalyst class is: 45. (2) Reactant: [CH3:1][O:2][C:3]([C:5]1[S:6][C:7](S(C)=O)=[C:8]([C:11]#[N:12])[C:9]=1[NH2:10])=[O:4].[NH2:10][C:9]1[C:8]([C:11]#[N:12])=[C:7](S(C)(=O)=O)[S:6][C:5]=1[C:3]([O:2][CH3:1])=[O:4].[NH:32]1[CH2:37][CH2:36][O:35][CH2:34][CH2:33]1. Product: [CH3:1][O:2][C:3]([C:5]1[S:6][C:7]([N:32]2[CH2:37][CH2:36][O:35][CH2:34][CH2:33]2)=[C:8]([C:11]#[N:12])[C:9]=1[NH2:10])=[O:4]. The catalyst class is: 1.